Predict the reaction yield, written as a fraction of the theoretical maximum amount of product (1.0 means a 100% yield; for example, 0.34 means a 34% yield). From a dataset of Reaction yield outcomes from USPTO patents with 853,638 reactions. (1) The reactants are [Br:1][C:2]1[N:7]=[CH:6][C:5]([OH:8])=[CH:4][CH:3]=1.[N+:9]([O-])([OH:11])=[O:10].[OH-]. The catalyst is C(O)(=O)C.O. The product is [Br:1][C:2]1[N:7]=[C:6]([N+:9]([O-:11])=[O:10])[C:5]([OH:8])=[CH:4][CH:3]=1. The yield is 0.710. (2) The reactants are [C:1]([O:5][C:6]([NH:8][C:9]1([CH3:17])[C:13]2([CH2:15][CH2:14]2)[C:12](=[O:16])[NH:11][CH2:10]1)=[O:7])([CH3:4])([CH3:3])[CH3:2].[H-].[Na+].[CH2:20](Br)[C:21]1[CH:26]=[CH:25][CH:24]=[CH:23][CH:22]=1.CCCCCC. The catalyst is CN(C)C=O.C(OCC)(=O)C. The product is [CH2:20]([N:11]1[CH2:10][C:9]([NH:8][C:6]([O:5][C:1]([CH3:4])([CH3:2])[CH3:3])=[O:7])([CH3:17])[C:13]2([CH2:14][CH2:15]2)[C:12]1=[O:16])[C:21]1[CH:26]=[CH:25][CH:24]=[CH:23][CH:22]=1. The yield is 0.892. (3) The reactants are [CH3:1][O:2][C:3]1[CH:4]=[C:5]2[C:10](=[CH:11][C:12]=1[O:13][CH3:14])[N:9]=[CH:8][CH:7]=[C:6]2[O:15][C:16]1[C:17]([CH3:26])=[N:18][C:19]2[C:24]([CH:25]=1)=[CH:23][CH:22]=[CH:21][CH:20]=2.[CH:27]([N-:30][CH:31]([CH3:33])[CH3:32])([CH3:29])[CH3:28].[Li+].C1C(=O)N(Br)C(=O)C1.O. The catalyst is O1CCCC1. The product is [CH3:1][O:2][C:3]1[CH:4]=[C:5]2[C:10](=[CH:11][C:12]=1[O:13][CH3:14])[N:9]=[CH:8][CH:7]=[C:6]2[O:15][C:16]1[C:17]([CH2:26][N:30]([CH:31]([CH3:33])[CH3:32])[CH:27]([CH3:29])[CH3:28])=[N:18][C:19]2[C:24]([CH:25]=1)=[CH:23][CH:22]=[CH:21][CH:20]=2. The yield is 0.160. (4) The reactants are [CH2:1]([C@H:3]1[C@@H:7]([C:8]2[N:12]3[C:13]4[CH:19]=[CH:18][N:17](S(C5C=CC(C)=CC=5)(=O)=O)[C:14]=4[N:15]=[CH:16][C:11]3=[N:10][N:9]=2)[CH2:6][C:5](=[CH:30][C:31]([O:33][CH2:34][CH3:35])=[O:32])[CH2:4]1)[CH3:2].CCCC[N+](CCCC)(CCCC)CCCC.[F-].CCOC(C)=O. The catalyst is C1COCC1.[Cl-].[Na+].O. The product is [CH2:1]([C@H:3]1[C@@H:7]([C:8]2[N:12]3[C:13]4[CH:19]=[CH:18][NH:17][C:14]=4[N:15]=[CH:16][C:11]3=[N:10][N:9]=2)[CH2:6][C:5](=[CH:30][C:31]([O:33][CH2:34][CH3:35])=[O:32])[CH2:4]1)[CH3:2]. The yield is 1.00. (5) The reactants are C([O:3][C:4]([C:6]1[N:7]([CH3:14])[N:8]=[C:9]([CH2:11][CH2:12][CH3:13])[CH:10]=1)=[O:5])C.[OH-].[Na+].Cl. The catalyst is O. The product is [CH3:14][N:7]1[C:6]([C:4]([OH:5])=[O:3])=[CH:10][C:9]([CH2:11][CH2:12][CH3:13])=[N:8]1. The yield is 0.960. (6) The reactants are [Br:1][C:2]1[CH:7]=[CH:6][C:5]([C@H:8]2[N:11]([C:12]3[CH:17]=[CH:16][CH:15]=[CH:14][CH:13]=3)[C:10](=[O:18])[C@@H:9]2[CH2:19][CH2:20][C@H:21]([O:29][Si:30]([C:33]([CH3:36])([CH3:35])[CH3:34])([CH3:32])[CH3:31])[C:22]2[CH:27]=[CH:26][C:25]([F:28])=[CH:24][CH:23]=2)=[C:4]([OH:37])[CH:3]=1.[C:38](OC(=O)C)(=[O:40])[CH3:39]. The yield is 0.780. The catalyst is ClCCl.CN(C)C1C=CN=CC=1. The product is [C:38]([O:37][C:4]1[CH:3]=[C:2]([Br:1])[CH:7]=[CH:6][C:5]=1[C@@H:8]1[C@@H:9]([CH2:19][CH2:20][C@H:21]([O:29][Si:30]([C:33]([CH3:34])([CH3:36])[CH3:35])([CH3:32])[CH3:31])[C:22]2[CH:23]=[CH:24][C:25]([F:28])=[CH:26][CH:27]=2)[C:10](=[O:18])[N:11]1[C:12]1[CH:13]=[CH:14][CH:15]=[CH:16][CH:17]=1)(=[O:40])[CH3:39]. (7) The reactants are [NH2:1][C:2]1[N:10]=[CH:9][N:8]=[C:7]2[C:3]=1[N:4]=[CH:5][N:6]2[C@H:11]1[C@@H:15]2[O:16][C:17]([CH3:20])([CH3:19])[O:18][C@@H:14]2[C@@H:13]([CH2:21][N:22]([CH3:39])[CH:23]2[CH2:26][CH:25]([CH2:27][CH2:28][C:29]([O:31]CC3C=CC=CC=3)=[O:30])[CH2:24]2)[O:12]1. The catalyst is C(O)C.[Pd]. The product is [NH2:1][C:2]1[N:10]=[CH:9][N:8]=[C:7]2[C:3]=1[N:4]=[CH:5][N:6]2[C@H:11]1[C@@H:15]2[O:16][C:17]([CH3:20])([CH3:19])[O:18][C@@H:14]2[C@@H:13]([CH2:21][N:22]([CH3:39])[CH:23]2[CH2:26][CH:25]([CH2:27][CH2:28][C:29]([OH:31])=[O:30])[CH2:24]2)[O:12]1. The yield is 0.860. (8) The reactants are [Br:1][C:2]1[CH:8]=[CH:7][C:5]([NH2:6])=[C:4]([N+:9]([O-])=O)[C:3]=1[F:12].CCO.O.[Cl-].[NH4+]. The catalyst is C1COCC1.[Fe]. The product is [Br:1][C:2]1[C:3]([F:12])=[C:4]([NH2:9])[C:5]([NH2:6])=[CH:7][CH:8]=1. The yield is 0.840. (9) The reactants are C1C(=O)N([Br:8])C(=O)C1.[Cl:9][C:10]1[N:11]=[C:12]([N:15]2[CH2:21][CH2:20][CH2:19][NH:18][C:17](=[O:22])[CH2:16]2)[S:13][CH:14]=1. The catalyst is C(Cl)(Cl)Cl.C(OCC)(=O)C. The product is [Br:8][C:14]1[S:13][C:12]([N:15]2[CH2:21][CH2:20][CH2:19][NH:18][C:17](=[O:22])[CH2:16]2)=[N:11][C:10]=1[Cl:9]. The yield is 0.559. (10) The yield is 0.260. The catalyst is O.C(O)(=O)C. The reactants are [N:1]1[CH:6]=[CH:5][CH:4]=[C:3]([O:7][C:8]2[N:13]=[CH:12][C:11]([CH:14]=O)=[CH:10][CH:9]=2)[CH:2]=1.[N+:16]([CH3:19])([O-:18])=[O:17].C([O-])(=O)C.[NH4+].[BH4-].[Na+]. The product is [N+:16]([CH2:19][CH2:14][C:11]1[CH:10]=[CH:9][C:8]([O:7][C:3]2[CH:2]=[N:1][CH:6]=[CH:5][CH:4]=2)=[N:13][CH:12]=1)([O-:18])=[O:17].